Task: Predict the reactants needed to synthesize the given product.. Dataset: Full USPTO retrosynthesis dataset with 1.9M reactions from patents (1976-2016) (1) Given the product [Br:1][C:2]1[CH:7]=[C:6]([CH:5]=[CH:4][C:3]=1[CH:10]1[NH:11][C:12](=[O:13])[N:25]([C:26]2[CH:31]=[CH:30][CH:29]=[C:28]([C:32]([F:33])([F:34])[F:35])[CH:27]=2)[C:24]2[CH2:23][CH2:22][N:21]([CH3:36])[C:20](=[O:37])[C:19]1=2)[C:8]#[N:9], predict the reactants needed to synthesize it. The reactants are: [Br:1][C:2]1[CH:7]=[C:6]([C:8]#[N:9])[CH:5]=[CH:4][C:3]=1[CH:10]([C:19]1[C:20](=[O:37])[N:21]([CH3:36])[CH2:22][CH2:23][C:24]=1[NH:25][C:26]1[CH:31]=[CH:30][CH:29]=[C:28]([C:32]([F:35])([F:34])[F:33])[CH:27]=1)[NH:11][C:12](=O)[O:13]C(C)(C)C.C[Si](I)(C)C.O.C(N1C=CN=C1)(N1C=CN=C1)=O. (2) Given the product [Br:1][C:2]1[C:3]([N:22]([CH3:27])[S:23]([CH3:26])(=[O:24])=[O:25])=[CH:4][C:5]2[O:9][C:8]([C:10]3[CH:15]=[CH:14][C:13]([F:16])=[CH:12][CH:11]=3)=[C:7]([C:17]([OH:19])=[O:18])[C:6]=2[CH:21]=1, predict the reactants needed to synthesize it. The reactants are: [Br:1][C:2]1[C:3]([N:22]([CH3:27])[S:23]([CH3:26])(=[O:25])=[O:24])=[CH:4][C:5]2[O:9][C:8]([C:10]3[CH:15]=[CH:14][C:13]([F:16])=[CH:12][CH:11]=3)=[C:7]([C:17]([O:19]C)=[O:18])[C:6]=2[CH:21]=1.O[Li].O.